From a dataset of Peptide-MHC class II binding affinity with 134,281 pairs from IEDB. Regression. Given a peptide amino acid sequence and an MHC pseudo amino acid sequence, predict their binding affinity value. This is MHC class II binding data. The peptide sequence is RRGVRSLSNKIKQKT. The MHC is DRB1_0701 with pseudo-sequence DRB1_0701. The binding affinity (normalized) is 0.680.